Dataset: Full USPTO retrosynthesis dataset with 1.9M reactions from patents (1976-2016). Task: Predict the reactants needed to synthesize the given product. (1) Given the product [C:1]([O:5][C:6]([N:8]1[CH2:13][CH2:12][CH:11]([NH:14][CH2:18][C:17]2[CH:16]=[CH:15][C:32]([CH3:33])=[C:25]([F:26])[CH:24]=2)[CH2:10][CH2:9]1)=[O:7])([CH3:4])([CH3:2])[CH3:3], predict the reactants needed to synthesize it. The reactants are: [C:1]([O:5][C:6]([N:8]1[CH2:13][CH2:12][CH:11]([NH2:14])[CH2:10][CH2:9]1)=[O:7])([CH3:4])([CH3:3])[CH3:2].[CH3:15][C:16]1C=CC(C=O)=[CH:18][C:17]=1[CH:24](C)[C:25](F)(F)[F:26].[BH4-].[Na+].[C:32](O)(=O)[CH3:33]. (2) Given the product [CH2:17]([NH:20][C:21]([NH:1][C:2]1[S:7][CH2:6][C:5]2[CH:8]=[C:9]([O:12][C:13]([F:16])([F:14])[F:15])[CH:10]=[CH:11][C:4]=2[N:3]=1)=[S:22])[CH2:18][CH3:19], predict the reactants needed to synthesize it. The reactants are: [NH2:1][C:2]1[S:7][CH2:6][C:5]2[CH:8]=[C:9]([O:12][C:13]([F:16])([F:15])[F:14])[CH:10]=[CH:11][C:4]=2[N:3]=1.[CH2:17]([N:20]=[C:21]=[S:22])[CH2:18][CH3:19]. (3) Given the product [CH:16]([C:20]1[C:21]([NH:33][CH2:34][C:35]([F:37])([F:38])[F:36])=[N:22][C:23]([N:28]2[CH:32]=[CH:31][CH:30]=[N:29]2)=[N:24][C:25]=1[S:26]([CH3:27])(=[O:9])=[O:39])([CH2:18][CH3:19])[CH3:17], predict the reactants needed to synthesize it. The reactants are: ClC1C=CC=C(C(OO)=[O:9])C=1.C(Cl)(Cl)Cl.[CH:16]([C:20]1[C:21]([NH:33][CH2:34][C:35]([F:38])([F:37])[F:36])=[N:22][C:23]([N:28]2[CH:32]=[CH:31][CH:30]=[N:29]2)=[N:24][C:25]=1[S:26][CH3:27])([CH2:18][CH3:19])[CH3:17].[OH2:39]. (4) Given the product [CH3:17][O:18][C:19](=[O:25])[C@@H:20]1[CH2:24][CH2:23][CH2:22][N:21]1[C:10](=[O:12])[C@@H:9]1[CH2:13][CH2:14][CH2:15][N:8]1[C:1]([O:3][C:4]([CH3:5])([CH3:6])[CH3:7])=[O:2], predict the reactants needed to synthesize it. The reactants are: [C:1]([N:8]1[CH2:15][CH2:14][CH2:13][C@H:9]1[C:10]([OH:12])=O)([O:3][C:4]([CH3:7])([CH3:6])[CH3:5])=[O:2].Cl.[CH3:17][O:18][C:19](=[O:25])[C@@H:20]1[CH2:24][CH2:23][CH2:22][NH:21]1. (5) Given the product [Br:1][C:2]([CH3:29])([CH3:28])[C:3]([NH:5][C:6]1[S:7][C:8]2[C:14]3[CH:15]=[N:16][NH:17][C:13]=3[CH:12]=[C:11]([C:24]([F:25])([F:26])[F:27])[C:9]=2[N:10]=1)=[O:4], predict the reactants needed to synthesize it. The reactants are: [Br:1][C:2]([CH3:29])([CH3:28])[C:3]([NH:5][C:6]1[S:7][C:8]2[C:14]3[CH:15]=[N:16][N:17](C(=O)C(Br)(C)C)[C:13]=3[CH:12]=[C:11]([C:24]([F:27])([F:26])[F:25])[C:9]=2[N:10]=1)=[O:4].O1CCCC1.C(O)CO.C(N(CC)CC)C.